This data is from Full USPTO retrosynthesis dataset with 1.9M reactions from patents (1976-2016). The task is: Predict the reactants needed to synthesize the given product. Given the product [CH3:3][O:4][C:5](=[O:23])[CH:6]([NH:15][C:16]([O:18][C:19]([CH3:22])([CH3:21])[CH3:20])=[O:17])[CH2:7][C:8]1[CH:13]=[CH:12][CH:11]=[CH:10][C:9]=1[O:37][C:25]1[CH:32]=[CH:31][C:28]([CH:29]=[O:30])=[CH:27][CH:26]=1, predict the reactants needed to synthesize it. The reactants are: [H-].[Na+].[CH3:3][O:4][C:5](=[O:23])[CH:6]([NH:15][C:16]([O:18][C:19]([CH3:22])([CH3:21])[CH3:20])=[O:17])[CH2:7][C:8]1[CH:13]=[CH:12][C:11](O)=[CH:10][CH:9]=1.F[C:25]1[CH:32]=[CH:31][C:28]([CH:29]=[O:30])=[CH:27][CH:26]=1.CN(C=[O:37])C.